Dataset: Forward reaction prediction with 1.9M reactions from USPTO patents (1976-2016). Task: Predict the product of the given reaction. (1) The product is: [CH3:10][O:9][N:7]([CH3:8])[C:5](=[O:6])[C:4]1[CH:11]=[CH:12][N:13]=[C:2]([N:14]2[CH2:19][CH2:18][O:17][CH2:16][CH2:15]2)[CH:3]=1. Given the reactants Cl[C:2]1[CH:3]=[C:4]([CH:11]=[CH:12][N:13]=1)[C:5]([N:7]([O:9][CH3:10])[CH3:8])=[O:6].[NH:14]1[CH2:19][CH2:18][O:17][CH2:16][CH2:15]1.CC(C)([O-])C.[Na+], predict the reaction product. (2) Given the reactants I[C:2]1[CH:3]=[N:4][N:5]([CH:7]2[CH2:13][CH:12]3[N:14]([CH3:15])[CH:9]([CH2:10][CH2:11]3)[CH2:8]2)[CH:6]=1.[Cl:16][C:17]1[CH:26]=[CH:25][C:24]([F:27])=[C:23]2[C:18]=1[CH:19]=[C:20]([C:28]1[C:29]([NH2:43])=[N:30][CH:31]=[C:32](B3OC(C)(C)C(C)(C)O3)[CH:33]=1)[N:21]=[CH:22]2.C(=O)([O-])[O-].[K+].[K+], predict the reaction product. The product is: [Cl:16][C:17]1[CH:26]=[CH:25][C:24]([F:27])=[C:23]2[C:18]=1[CH:19]=[C:20]([C:28]1[C:29]([NH2:43])=[N:30][CH:31]=[C:32]([C:2]3[CH:3]=[N:4][N:5]([CH:7]4[CH2:13][CH:12]5[N:14]([CH3:15])[CH:9]([CH2:10][CH2:11]5)[CH2:8]4)[CH:6]=3)[CH:33]=1)[N:21]=[CH:22]2. (3) Given the reactants [N:1]1([C:18]([O:20]C(C)(C)C)=O)[CH2:17][CH2:16][CH2:15][C@H:2]1[C:3]([N:5]([CH2:8][C:9]1[CH:14]=[CH:13][CH:12]=[CH:11][CH:10]=1)[CH2:6][CH3:7])=[O:4].[NH:25]([C:47]([O:49][C:50]([CH3:53])([CH3:52])[CH3:51])=[O:48])[C@H:26](C(O)=O)[CH2:27][CH2:28][CH2:29][NH:30][C:31](=[NH:43])[NH:32][S:33]([C:36]1[CH:42]=[CH:41][C:39]([CH3:40])=[CH:38][CH:37]=1)(=[O:35])=[O:34].CS(O)(=O)=O.C(=O)([O-])[O-].[Na+].[Na+], predict the reaction product. The product is: [NH:25]([C:47]([O:49][C:50]([CH3:53])([CH3:52])[CH3:51])=[O:48])[C@H:26]([C:18]([N:1]1[CH2:17][CH2:16][CH2:15][C@H:2]1[C:3]([N:5]([CH2:8][C:9]1[CH:10]=[CH:11][CH:12]=[CH:13][CH:14]=1)[CH2:6][CH3:7])=[O:4])=[O:20])[CH2:27][CH2:28][CH2:29][NH:30][C:31](=[NH:43])[NH:32][S:33]([C:36]1[CH:42]=[CH:41][C:39]([CH3:40])=[CH:38][CH:37]=1)(=[O:35])=[O:34]. (4) Given the reactants [C:1]([C:5]1[CH:6]=[C:7]2[C:12](=[CH:13][CH:14]=1)[NH:11][C:10](=[O:15])[CH2:9][CH2:8]2)(=[O:4])[CH2:2][CH3:3].[OH:16][C:17]1([C:23]2[S:24][CH:25]=[CH:26][CH:27]=2)[CH2:22][CH2:21][NH:20][CH2:19][CH2:18]1.[CH2:28]=O.Cl, predict the reaction product. The product is: [OH:16][C:17]1([C:23]2[S:24][CH:25]=[CH:26][CH:27]=2)[CH2:18][CH2:19][N:20]([CH2:3][CH:2]([CH3:28])[C:1]([C:5]2[CH:6]=[C:7]3[C:12](=[CH:13][CH:14]=2)[NH:11][C:10](=[O:15])[CH2:9][CH2:8]3)=[O:4])[CH2:21][CH2:22]1. (5) Given the reactants Br[C:2]1[C:3]([C:8]([OH:10])=O)=[N:4][N:5]([CH3:7])[CH:6]=1.C1COCC1.B.C1COCC1.[Cl:22][C:23]1[C:28]([F:29])=[CH:27][CH:26]=[C:25]([O:30][CH3:31])[C:24]=1[C@H:32]([C:34]1[C:42]2[C:37](=[N:38][CH:39]=[C:40](B3OC(C)(C)C(C)(C)O3)[CH:41]=2)[NH:36][CH:35]=1)[CH3:33].C([O-])([O-])=O.[K+].[K+].O, predict the reaction product. The product is: [Cl:22][C:23]1[C:28]([F:29])=[CH:27][CH:26]=[C:25]([O:30][CH3:31])[C:24]=1[C@H:32]([C:34]1[C:42]2[C:37](=[N:38][CH:39]=[C:40]([C:2]3[C:3]([CH2:8][OH:10])=[N:4][N:5]([CH3:7])[CH:6]=3)[CH:41]=2)[NH:36][CH:35]=1)[CH3:33]. (6) Given the reactants C(C(C1C2NC3C(=CC(F)=CC=3S(C)(=O)=O)C=2CCC1)C([O-])=O)C.C([O:27][C:28](=[O:57])[CH2:29][C@@H:30]1[C:42]2[N:41]([C@H:43]([C:45]3[CH:50]=[CH:49][C:48]([Cl:51])=[CH:47][CH:46]=3)[CH3:44])[C:40]3[C:35](=[CH:36][C:37]([F:56])=[CH:38][C:39]=3[S:52]([CH3:55])(=[O:54])=[O:53])[C:34]=2[CH2:33][CH2:32][CH2:31]1)C.C(OC(=O)C[C@H]1C2N([C@H](C3C=CC(Cl)=CC=3)C)C3C(=CC(F)=CC=3S(C)(=O)=O)C=2CCC1)C, predict the reaction product. The product is: [Cl:51][C:48]1[CH:47]=[CH:46][C:45]([C@@H:43]([N:41]2[C:42]3[C@@H:30]([CH2:29][C:28]([OH:57])=[O:27])[CH2:31][CH2:32][CH2:33][C:34]=3[C:35]3[C:40]2=[C:39]([S:52]([CH3:55])(=[O:53])=[O:54])[CH:38]=[C:37]([F:56])[CH:36]=3)[CH3:44])=[CH:50][CH:49]=1. (7) Given the reactants [NH:1]1[CH2:6][CH2:5][CH:4]([CH2:7][O:8][C:9]2[CH:18]=[CH:17][CH:16]=[C:15]3[C:10]=2[C:11]([NH2:20])=[N:12][C:13]([NH2:19])=[N:14]3)[CH2:3][CH2:2]1.CN1CCOCC1.[F:28][C:29]1[CH:30]=[C:31]([CH:35]=[CH:36][C:37]=1[F:38])[C:32](Cl)=[O:33].C(O)C(N)(CO)CO, predict the reaction product. The product is: [NH2:19][C:13]1[N:12]=[C:11]([NH2:20])[C:10]2[C:15](=[CH:16][CH:17]=[CH:18][C:9]=2[O:8][CH2:7][CH:4]2[CH2:5][CH2:6][N:1]([C:32]([C:31]3[CH:35]=[CH:36][C:37]([F:38])=[C:29]([F:28])[CH:30]=3)=[O:33])[CH2:2][CH2:3]2)[N:14]=1.